This data is from Reaction yield outcomes from USPTO patents with 853,638 reactions. The task is: Predict the reaction yield, written as a fraction of the theoretical maximum amount of product (1.0 means a 100% yield; for example, 0.34 means a 34% yield). The reactants are [Cl:1][C:2]1[CH:11]=[C:10]2[C:5]([C:6]([OH:19])=[C:7]([C:13]3[CH:18]=[CH:17][CH:16]=[CH:15][CH:14]=3)[C:8](=[O:12])[NH:9]2)=[CH:4][C:3]=1[C:20]1[CH:25]=[CH:24][C:23]([C:26]2[N:27]=[C:28]([NH:31]C(=O)C)[S:29][CH:30]=2)=[CH:22][CH:21]=1.Cl. The catalyst is C(O)C. The product is [ClH:1].[NH2:31][C:28]1[S:29][CH:30]=[C:26]([C:23]2[CH:24]=[CH:25][C:20]([C:3]3[CH:4]=[C:5]4[C:10](=[CH:11][C:2]=3[Cl:1])[NH:9][C:8](=[O:12])[C:7]([C:13]3[CH:18]=[CH:17][CH:16]=[CH:15][CH:14]=3)=[C:6]4[OH:19])=[CH:21][CH:22]=2)[N:27]=1. The yield is 0.790.